From a dataset of Forward reaction prediction with 1.9M reactions from USPTO patents (1976-2016). Predict the product of the given reaction. (1) Given the reactants [CH2:1]([O:3][C:4]1[C:8]([CH2:9][CH2:10][CH2:11][OH:12])=[CH:7][N:6]([C:13]2[CH:18]=[CH:17][C:16]([C:19]([F:22])([F:21])[F:20])=[CH:15][N:14]=2)[N:5]=1)[CH3:2].[CH2:23]([O:30][C:31]1[CH:32]=[C:33]([CH2:38][CH2:39][C:40]([O:42][CH2:43][CH3:44])=[O:41])[CH:34]=[CH:35][C:36]=1O)[C:24]1[CH:29]=[CH:28][CH:27]=[CH:26][CH:25]=1.C(P(CCCC)CCCC)CCC.N(C(N1CCCCC1)=O)=NC(N1CCCCC1)=O, predict the reaction product. The product is: [CH2:23]([O:30][C:31]1[CH:32]=[C:33]([CH2:38][CH2:39][C:40]([O:42][CH2:43][CH3:44])=[O:41])[CH:34]=[CH:35][C:36]=1[O:12][CH2:11][CH2:10][CH2:9][C:8]1[C:4]([O:3][CH2:1][CH3:2])=[N:5][N:6]([C:13]2[CH:18]=[CH:17][C:16]([C:19]([F:21])([F:20])[F:22])=[CH:15][N:14]=2)[CH:7]=1)[C:24]1[CH:29]=[CH:28][CH:27]=[CH:26][CH:25]=1. (2) The product is: [CH3:7][C:8]1([CH3:22])[CH2:13][C:12]([CH3:14])([CH3:15])[CH2:11][C:10](=[CH:16][CH2:17][OH:18])[CH2:9]1. Given the reactants [H-].[H-].[H-].[H-].[Li+].[Al+3].[CH3:7][C:8]1([CH3:22])[CH2:13][C:12]([CH3:15])([CH3:14])[CH2:11][C:10](=[CH:16][C:17](OCC)=[O:18])[CH2:9]1, predict the reaction product.